Dataset: Catalyst prediction with 721,799 reactions and 888 catalyst types from USPTO. Task: Predict which catalyst facilitates the given reaction. (1) Reactant: [Cl:1][C:2]1[CH:3]=[CH:4][C:5]2[O:13][C:12]3[C:11]([N:14]4[CH2:19][C@@H:18]5[CH2:20][C@H:15]4[CH2:16][N:17]5C(OC(C)(C)C)=O)=[N:10][CH:9]=[N:8][C:7]=3[C:6]=2[CH:28]=1. Product: [Cl:1][C:2]1[CH:3]=[CH:4][C:5]2[O:13][C:12]3[C:11]([N:14]4[CH2:19][C@@H:18]5[CH2:20][C@H:15]4[CH2:16][NH:17]5)=[N:10][CH:9]=[N:8][C:7]=3[C:6]=2[CH:28]=1. The catalyst class is: 281. (2) Reactant: [Si]([O:8][CH2:9][C@H:10]1[CH2:14][CH2:13][C@H:12]([O:15][C:16]2[N:24]=[CH:23][N:22]=[C:21]3[C:17]=2[N:18]=[C:19]([C:31]2[C:40]4[C:35](=[CH:36][CH:37]=[CH:38][CH:39]=4)[CH:34]=[CH:33][CH:32]=2)[N:20]3C2CCCCO2)[CH2:11]1)(C(C)(C)C)(C)C.O.CC(O)=O. Product: [C:31]1([C:19]2[NH:20][C:21]3[C:17]([N:18]=2)=[C:16]([O:15][C@H:12]2[CH2:13][CH2:14][C@H:10]([CH2:9][OH:8])[CH2:11]2)[N:24]=[CH:23][N:22]=3)[C:40]2[C:35](=[CH:36][CH:37]=[CH:38][CH:39]=2)[CH:34]=[CH:33][CH:32]=1. The catalyst class is: 1. (3) Reactant: Cl[C:2]1[CH:11]=[CH:10][C:9]2[C:4](=[CH:5][CH:6]=[C:7]([N+:12]([O-:14])=[O:13])[CH:8]=2)[N:3]=1.[CH3:15][O:16][CH2:17][CH2:18][O:19][C:20]1[C:25]2[CH:26]([NH2:29])[CH2:27][O:28][C:24]=2[CH:23]=[CH:22][CH:21]=1.C(N(C(C)C)C(C)C)C. Product: [CH3:15][O:16][CH2:17][CH2:18][O:19][C:20]1[C:25]2[CH:26]([NH:29][C:2]3[CH:11]=[CH:10][C:9]4[C:4](=[CH:5][CH:6]=[C:7]([N+:12]([O-:14])=[O:13])[CH:8]=4)[N:3]=3)[CH2:27][O:28][C:24]=2[CH:23]=[CH:22][CH:21]=1. The catalyst class is: 60. (4) Reactant: C([O:3][C:4]([C:6]1[C:15]2[C:10](=[CH:11][CH:12]=[CH:13][CH:14]=2)[C:9]([N:16]2[CH2:20][CH2:19][CH2:18][CH2:17]2)=[CH:8][CH:7]=1)=[O:5])C.[Li+].[OH-].O.C1COCC1. Product: [N:16]1([C:9]2[C:10]3[C:15](=[CH:14][CH:13]=[CH:12][CH:11]=3)[C:6]([C:4]([OH:5])=[O:3])=[CH:7][CH:8]=2)[CH2:20][CH2:19][CH2:18][CH2:17]1. The catalyst class is: 13.